This data is from Full USPTO retrosynthesis dataset with 1.9M reactions from patents (1976-2016). The task is: Predict the reactants needed to synthesize the given product. Given the product [C:21]([C:23]1[CH:28]=[C:27]([C:16]2[CH:15]=[CH:14][C:13]([O:12][CH2:11][C:8]3[S:9][CH:10]=[C:6]([C:4]([OH:3])=[O:5])[N:7]=3)=[CH:18][CH:17]=2)[CH:26]=[CH:25][CH:24]=1)(=[O:22])[NH2:20], predict the reactants needed to synthesize it. The reactants are: C([O:3][C:4]([C:6]1[N:7]=[C:8]([CH2:11][O:12][C:13]2[CH:18]=[CH:17][C:16](I)=[CH:15][CH:14]=2)[S:9][CH:10]=1)=[O:5])C.[NH2:20][C:21]([C:23]1[CH:24]=[C:25](B(O)O)[CH:26]=[CH:27][CH:28]=1)=[O:22].